Dataset: Peptide-MHC class I binding affinity with 185,985 pairs from IEDB/IMGT. Task: Regression. Given a peptide amino acid sequence and an MHC pseudo amino acid sequence, predict their binding affinity value. This is MHC class I binding data. (1) The peptide sequence is ETGLSASDV. The MHC is HLA-A02:03 with pseudo-sequence HLA-A02:03. The binding affinity (normalized) is 0.00102. (2) The peptide sequence is SAFDERRNRYL. The MHC is HLA-A02:01 with pseudo-sequence HLA-A02:01. The binding affinity (normalized) is 0.0953. (3) The peptide sequence is LFMSHVKSV. The MHC is HLA-B08:01 with pseudo-sequence HLA-B08:01. The binding affinity (normalized) is 0.896. (4) The peptide sequence is FFGWEGVGV. The MHC is HLA-A69:01 with pseudo-sequence HLA-A69:01. The binding affinity (normalized) is 0.465. (5) The peptide sequence is RVQFIPGQR. The MHC is HLA-B48:01 with pseudo-sequence HLA-B48:01. The binding affinity (normalized) is 0.0847. (6) The peptide sequence is VVKDDPDHY. The MHC is HLA-A68:01 with pseudo-sequence HLA-A68:01. The binding affinity (normalized) is 0.169. (7) The peptide sequence is LYPVARQRPGL. The MHC is Patr-A0901 with pseudo-sequence Patr-A0901. The binding affinity (normalized) is 0.184. (8) The peptide sequence is ALGLGIVSL. The MHC is HLA-A02:06 with pseudo-sequence HLA-A02:06. The binding affinity (normalized) is 0.467.